This data is from Peptide-MHC class II binding affinity with 134,281 pairs from IEDB. The task is: Regression. Given a peptide amino acid sequence and an MHC pseudo amino acid sequence, predict their binding affinity value. This is MHC class II binding data. (1) The peptide sequence is PDIGELFGLKAENVI. The MHC is DRB1_0101 with pseudo-sequence DRB1_0101. The binding affinity (normalized) is 0.772. (2) The peptide sequence is PSINDLDEVISNKFH. The MHC is DRB1_0301 with pseudo-sequence DRB1_0301. The binding affinity (normalized) is 0.511. (3) The peptide sequence is QLALHKMKSSDAREE. The MHC is DRB1_0401 with pseudo-sequence DRB1_0401. The binding affinity (normalized) is 0.680. (4) The binding affinity (normalized) is 0.138. The MHC is DRB1_1101 with pseudo-sequence DRB1_1101. The peptide sequence is CHDGMGWLTIGISGP. (5) The peptide sequence is YQNKVVRVQRPTPRG. The MHC is DRB1_0802 with pseudo-sequence DRB1_0802. The binding affinity (normalized) is 0.529. (6) The peptide sequence is NPDILRVYANLGERV. The MHC is DRB1_1501 with pseudo-sequence DRB1_1501. The binding affinity (normalized) is 0.570. (7) The peptide sequence is VEIKEFANAVKLRRS. The MHC is DRB5_0101 with pseudo-sequence DRB5_0101. The binding affinity (normalized) is 0.802. (8) The peptide sequence is DINVGFKAAVAAAAG. The MHC is HLA-DQA10104-DQB10503 with pseudo-sequence HLA-DQA10104-DQB10503. The binding affinity (normalized) is 0.400.